From a dataset of Forward reaction prediction with 1.9M reactions from USPTO patents (1976-2016). Predict the product of the given reaction. (1) Given the reactants [Cl:1][C:2]1[N:7]=[C:6](Cl)[CH:5]=[CH:4][N:3]=1.[NH:9]1[CH:13]=[C:12]([NH2:14])[CH:11]=[N:10]1, predict the reaction product. The product is: [Cl:1][C:2]1[N:7]=[C:6]([NH:14][C:12]2[CH:13]=[N:9][NH:10][CH:11]=2)[CH:5]=[CH:4][N:3]=1. (2) The product is: [N:1]1([C:7]2[CH:8]=[N:9][C:10]3[C:15]([CH:16]=2)=[CH:14][C:13]([S:17][C:18]2[N:22]4[N:23]=[C:24](/[C:27](=[N:31]/[OH:32])/[CH3:28])[CH:25]=[CH:26][C:21]4=[N:20][N:19]=2)=[CH:12][CH:11]=3)[CH2:6][CH2:5][O:4][CH2:3][CH2:2]1. Given the reactants [N:1]1([C:7]2[CH:8]=[N:9][C:10]3[C:15]([CH:16]=2)=[CH:14][C:13]([S:17][C:18]2[N:22]4[N:23]=[C:24]([C:27](=O)[CH3:28])[CH:25]=[CH:26][C:21]4=[N:20][N:19]=2)=[CH:12][CH:11]=3)[CH2:6][CH2:5][O:4][CH2:3][CH2:2]1.Cl.[NH2:31][OH:32], predict the reaction product. (3) Given the reactants Cl[C:2]1[C:11]2[C:6](=[CH:7][C:8]([O:14][CH3:15])=[C:9]([O:12][CH3:13])[CH:10]=2)[CH:5]=[C:4]([NH:16][C:17]2[CH:21]=[C:20]([CH3:22])[NH:19][N:18]=2)[N:3]=1.[C:23]1(B(O)O)[CH:28]=[CH:27][CH:26]=[CH:25][CH:24]=1, predict the reaction product. The product is: [CH3:15][O:14][C:8]1[CH:7]=[C:6]2[C:11](=[CH:10][C:9]=1[O:12][CH3:13])[C:2]([C:23]1[CH:28]=[CH:27][CH:26]=[CH:25][CH:24]=1)=[N:3][C:4]([NH:16][C:17]1[CH:21]=[C:20]([CH3:22])[NH:19][N:18]=1)=[CH:5]2. (4) Given the reactants [CH:1]1([N:6]2[CH2:12][C:11]([F:14])([F:13])[C:10](=[O:15])[N:9]([CH2:16][CH2:17][CH3:18])[C:8]3[CH:19]=[N:20][C:21]([NH:23][C:24]4[CH:32]=[CH:31][C:27]([C:28](O)=[O:29])=[CH:26][C:25]=4[O:33][CH3:34])=[N:22][C:7]2=3)[CH2:5][CH2:4][CH2:3][CH2:2]1.F[P-](F)(F)(F)(F)F.CN(C(N(C)C)=[N+]1C2C(=NC=CC=2)[N+]([O-])=N1)C.C(N(C(C)C)CC)(C)C.[NH2:68][CH:69]1[CH2:74][CH2:73][O:72][CH2:71][CH2:70]1, predict the reaction product. The product is: [CH:1]1([N:6]2[CH2:12][C:11]([F:14])([F:13])[C:10](=[O:15])[N:9]([CH2:16][CH2:17][CH3:18])[C:8]3[CH:19]=[N:20][C:21]([NH:23][C:24]4[CH:32]=[CH:31][C:27]([C:28]([NH:68][CH:69]5[CH2:74][CH2:73][O:72][CH2:71][CH2:70]5)=[O:29])=[CH:26][C:25]=4[O:33][CH3:34])=[N:22][C:7]2=3)[CH2:5][CH2:4][CH2:3][CH2:2]1.